This data is from Forward reaction prediction with 1.9M reactions from USPTO patents (1976-2016). The task is: Predict the product of the given reaction. (1) Given the reactants C(=O)([O-])[O-].[K+].[K+].[C:7]([O:11][C:12](=[O:21])[NH:13][C:14]1[CH:19]=[CH:18][CH:17]=[C:16]([NH2:20])[CH:15]=1)([CH3:10])([CH3:9])[CH3:8].Br[CH2:23][CH2:24][CH2:25][CH2:26][CH2:27][C:28]1[CH:33]=[CH:32][CH:31]=[CH:30][CH:29]=1.[I-].[K+], predict the reaction product. The product is: [C:7]([O:11][C:12](=[O:21])[NH:13][C:14]1[CH:19]=[CH:18][CH:17]=[C:16]([NH:20][CH2:23][CH2:24][CH2:25][CH2:26][CH2:27][C:28]2[CH:33]=[CH:32][CH:31]=[CH:30][CH:29]=2)[CH:15]=1)([CH3:10])([CH3:8])[CH3:9]. (2) Given the reactants [I-].C(N1C=C[N+:11]([C:14]2[N:22]=[C:21]([Cl:23])[N:20]=[C:19]3[C:15]=2[N:16]=[CH:17][N:18]3[C@@H:24]2[O:38][C@H:37]([CH2:39][O:40]C(C3C=CC(C)=CC=3)=O)[C@@H:26]([O:27]C(C3C=CC(C)=CC=3)=O)[CH2:25]2)=C1CCC)C1C=CC=CC=1.N.CO, predict the reaction product. The product is: [NH2:11][C:14]1[N:22]=[C:21]([Cl:23])[N:20]=[C:19]2[C:15]=1[N:16]=[CH:17][N:18]2[C@@H:24]1[O:38][C@H:37]([CH2:39][OH:40])[C@@H:26]([OH:27])[CH2:25]1. (3) Given the reactants Br[CH2:2][C:3](Br)=[O:4].[CH2:6]([NH:13][CH2:14][CH3:15])[C:7]1[CH:12]=[CH:11][CH:10]=[CH:9][CH:8]=1.[CH3:16][O:17][C:18]1[N:23]=[CH:22][C:21]([NH:24][S:25]([C:28]2[CH:37]=[CH:36][C:35]3[C:30](=[CH:31][CH:32]=[CH:33][CH:34]=3)[CH:29]=2)(=[O:27])=[O:26])=[CH:20][CH:19]=1, predict the reaction product. The product is: [CH2:6]([N:13]([CH2:14][CH3:15])[C:3](=[O:4])[CH2:2][N:24]([C:21]1[CH:22]=[N:23][C:18]([O:17][CH3:16])=[CH:19][CH:20]=1)[S:25]([C:28]1[CH:37]=[CH:36][C:35]2[C:30](=[CH:31][CH:32]=[CH:33][CH:34]=2)[CH:29]=1)(=[O:26])=[O:27])[C:7]1[CH:12]=[CH:11][CH:10]=[CH:9][CH:8]=1.